From a dataset of Catalyst prediction with 721,799 reactions and 888 catalyst types from USPTO. Predict which catalyst facilitates the given reaction. (1) Reactant: Cl[C:2]1[CH:10]=[C:9]([NH:11][CH2:12][C:13]2[CH:14]=[N:15][CH:16]=[CH:17][CH:18]=2)[C:5]([C:6]([NH2:8])=[O:7])=[CH:4][N:3]=1.[NH2:19][C:20]1[CH:21]=[CH:22][C:23]([F:34])=[C:24]([NH:26][C:27]([N:29]2[CH2:33][CH2:32][CH2:31][CH2:30]2)=[O:28])[CH:25]=1.C1C=CC(P(C2C(C3C(P(C4C=CC=CC=4)C4C=CC=CC=4)=CC=C4C=3C=CC=C4)=C3C(C=CC=C3)=CC=2)C2C=CC=CC=2)=CC=1.C([O-])([O-])=O.[Cs+].[Cs+]. Product: [F:34][C:23]1[CH:22]=[CH:21][C:20]([NH:19][C:2]2[CH:10]=[C:9]([NH:11][CH2:12][C:13]3[CH:14]=[N:15][CH:16]=[CH:17][CH:18]=3)[C:5]([C:6]([NH2:8])=[O:7])=[CH:4][N:3]=2)=[CH:25][C:24]=1[NH:26][C:27]([N:29]1[CH2:33][CH2:32][CH2:31][CH2:30]1)=[O:28]. The catalyst class is: 231. (2) Reactant: [C:1]([O:5][C:6]([N:8]1[CH2:13][C:12](=O)[N:11]([C:15]2[CH:20]=[CH:19][C:18]([O:21][CH2:22][CH2:23][CH2:24][S:25][CH2:26][C:27]3[CH:32]=[CH:31][CH:30]=[CH:29][C:28]=3[O:33][CH3:34])=[CH:17][CH:16]=2)[C@@H:10]([CH2:35][O:36][C:37]2[CH:46]=[CH:45][C:44]3[C:39](=[CH:40][CH:41]=[CH:42][CH:43]=3)[CH:38]=2)[CH2:9]1)=[O:7])([CH3:4])([CH3:3])[CH3:2].C(C(C(C([O-])=O)O)O)([O-])=O.[K+].[Na+]. The catalyst class is: 7. Product: [C:1]([O:5][C:6]([N:8]1[CH2:13][CH2:12][N:11]([C:15]2[CH:20]=[CH:19][C:18]([O:21][CH2:22][CH2:23][CH2:24][S:25][CH2:26][C:27]3[CH:32]=[CH:31][CH:30]=[CH:29][C:28]=3[O:33][CH3:34])=[CH:17][CH:16]=2)[C@@H:10]([CH2:35][O:36][C:37]2[CH:46]=[CH:45][C:44]3[C:39](=[CH:40][CH:41]=[CH:42][CH:43]=3)[CH:38]=2)[CH2:9]1)=[O:7])([CH3:4])([CH3:2])[CH3:3].